The task is: Predict which catalyst facilitates the given reaction.. This data is from Catalyst prediction with 721,799 reactions and 888 catalyst types from USPTO. Reactant: [C:1]1([CH2:7][CH2:8][SH:9])[CH:6]=[CH:5][CH:4]=[CH:3][CH:2]=1.[O-]P(OP(OP([O-])([O-])=O)([O-])=O)(=O)[O-].[K+].[K+].[K+].[K+].[K+].[C:28](=[S:30])=[S:29].Br[C:32]([CH3:37])([CH3:36])[C:33]([OH:35])=[O:34]. Product: [C:1]1([CH2:7][CH2:8][S:9][C:28]([S:30][C:32]([CH3:37])([CH3:36])[C:33]([OH:35])=[O:34])=[S:29])[CH:6]=[CH:5][CH:4]=[CH:3][CH:2]=1. The catalyst class is: 21.